Task: Regression. Given two drug SMILES strings and cell line genomic features, predict the synergy score measuring deviation from expected non-interaction effect.. Dataset: NCI-60 drug combinations with 297,098 pairs across 59 cell lines (1) Drug 1: CS(=O)(=O)C1=CC(=C(C=C1)C(=O)NC2=CC(=C(C=C2)Cl)C3=CC=CC=N3)Cl. Drug 2: C1CN(P(=O)(OC1)NCCCl)CCCl. Cell line: HCT116. Synergy scores: CSS=-5.60, Synergy_ZIP=0.388, Synergy_Bliss=-5.60, Synergy_Loewe=-9.42, Synergy_HSA=-7.30. (2) Cell line: SNB-19. Synergy scores: CSS=16.7, Synergy_ZIP=-10.3, Synergy_Bliss=-1.60, Synergy_Loewe=-9.74, Synergy_HSA=-0.839. Drug 2: CS(=O)(=O)OCCCCOS(=O)(=O)C. Drug 1: C1=CC(=CC=C1CCCC(=O)O)N(CCCl)CCCl.